This data is from Forward reaction prediction with 1.9M reactions from USPTO patents (1976-2016). The task is: Predict the product of the given reaction. (1) Given the reactants C(Cl)CCl.[O:5]=[C:6]1[NH:12][C:11]2[N:13]=[CH:14][C:15](/[CH:17]=[CH:18]/[C:19]([OH:21])=O)=[CH:16][C:10]=2[NH:9][CH2:8][CH2:7]1.C1C=CC2N(O)N=NC=2C=1.[CH3:32][NH:33][C@@H:34]([C:36]1[O:37][C:38]2[CH:45]=[CH:44][CH:43]=[CH:42][C:39]=2[C:40]=1[CH3:41])[CH3:35].C(N(C(C)C)C(C)C)C, predict the reaction product. The product is: [CH3:32][N:33]([C@@H:34]([C:36]1[O:37][C:38]2[CH:45]=[CH:44][CH:43]=[CH:42][C:39]=2[C:40]=1[CH3:41])[CH3:35])[C:19](=[O:21])/[CH:18]=[CH:17]/[C:15]1[CH:14]=[N:13][C:11]2[NH:12][C:6](=[O:5])[CH2:7][CH2:8][NH:9][C:10]=2[CH:16]=1. (2) Given the reactants [F:1][C:2]1[CH:7]=[C:6](F)[CH:5]=[CH:4][C:3]=1[N+:9]([O-:11])=[O:10].[C:12]([O:16][C:17]([N:19]1[CH2:24][CH2:23][NH:22][CH2:21][CH2:20]1)=[O:18])([CH3:15])([CH3:14])[CH3:13].C(N(CC)CC)C.O, predict the reaction product. The product is: [C:12]([O:16][C:17]([N:19]1[CH2:24][CH2:23][N:22]([C:6]2[CH:5]=[CH:4][C:3]([N+:9]([O-:11])=[O:10])=[C:2]([F:1])[CH:7]=2)[CH2:21][CH2:20]1)=[O:18])([CH3:15])([CH3:13])[CH3:14]. (3) Given the reactants Br[C:2]1[S:3][C:4]([C:7]([O:9][CH2:10][CH3:11])=[O:8])=[CH:5][N:6]=1.[NH:12]1[CH2:17][CH2:16][NH:15][CH2:14][O:13]1.[CH2:18](N(CC)CC)C, predict the reaction product. The product is: [O:13]=[C:14]1[NH:15][CH2:16][CH2:17][N:12]([C:2]2[S:3][C:4]([C:7]([O:9][CH2:10][CH3:11])=[O:8])=[CH:5][N:6]=2)[CH2:18]1. (4) Given the reactants [O:1]=[C:2]1[NH:7][C:6](=[O:8])[CH:5]=[CH:4][N:3]1[C:9]1[CH:10]=[C:11](C2OC=CC=2)[C:12]([O:30][CH3:31])=[C:13]([C:15]2[CH:23]=[C:22]3[C:18]([C:19]([CH2:24][NH:25][S:26]([CH3:29])(=[O:28])=[O:27])=[CH:20][CH2:21]3)=[CH:17][CH:16]=2)[CH:14]=1.[O:37]1[CH:41]=[CH:40][C:39](B(O)O)=[CH:38]1, predict the reaction product. The product is: [O:1]=[C:2]1[NH:7][C:6](=[O:8])[CH:5]=[CH:4][N:3]1[C:9]1[CH:10]=[C:11]([C:39]2[CH:40]=[CH:41][O:37][CH:38]=2)[C:12]([O:30][CH3:31])=[C:13]([C:15]2[CH:23]=[C:22]3[C:18]([C:19]([CH2:24][NH:25][S:26]([CH3:29])(=[O:28])=[O:27])=[CH:20][CH2:21]3)=[CH:17][CH:16]=2)[CH:14]=1. (5) The product is: [CH2:1]([NH:8][C:9]1[N:14]2[N:15]=[CH:16][C:17]([C:18]([NH:42][S:39]([CH3:38])(=[O:41])=[O:40])=[O:19])=[C:13]2[N:12]=[CH:11][C:10]=1[C:21]([N:23]1[CH2:24][CH2:25][C:26]2([C:36]3[C:31](=[CH:32][CH:33]=[CH:34][CH:35]=3)[C:30]([CH3:37])=[CH:29]2)[CH2:27][CH2:28]1)=[O:22])[C:2]1[CH:3]=[CH:4][CH:5]=[CH:6][CH:7]=1. Given the reactants [CH2:1]([NH:8][C:9]1[N:14]2[N:15]=[CH:16][C:17]([C:18](O)=[O:19])=[C:13]2[N:12]=[CH:11][C:10]=1[C:21]([N:23]1[CH2:28][CH2:27][C:26]2([C:36]3[C:31](=[CH:32][CH:33]=[CH:34][CH:35]=3)[C:30]([CH3:37])=[CH:29]2)[CH2:25][CH2:24]1)=[O:22])[C:2]1[CH:7]=[CH:6][CH:5]=[CH:4][CH:3]=1.[CH3:38][S:39]([NH2:42])(=[O:41])=[O:40], predict the reaction product.